This data is from Forward reaction prediction with 1.9M reactions from USPTO patents (1976-2016). The task is: Predict the product of the given reaction. (1) Given the reactants C1(S(O)(=O)=[O:8])C=CC=CC=1.[C:11]([NH:14][NH2:15])(=O)[CH3:12].[F:16][C:17]([F:45])([F:44])[C:18]([N:20]1[CH:25]2[CH2:26][CH2:27][CH:21]1[CH2:22][C:23](=[C:28]1[C:41]3[CH:40]=[CH:39][C:38]([C:42]#[N:43])=[CH:37][C:36]=3[O:35][C:34]3[C:29]1=[CH:30][CH:31]=[CH:32][CH:33]=3)[CH2:24]2)=[O:19].[OH-].[Na+], predict the reaction product. The product is: [CH3:12][C:11]1[NH:43][C:42]([C:38]2[CH:39]=[CH:40][C:41]3[C:28](=[C:23]4[CH2:22][CH:21]5[NH:20][CH:25]([CH2:26][CH2:27]5)[CH2:24]4)[C:29]4[C:34]([O:35][C:36]=3[CH:37]=2)=[CH:33][CH:32]=[CH:31][CH:30]=4)=[N:15][N:14]=1.[C:18]([OH:8])([C:17]([F:45])([F:44])[F:16])=[O:19]. (2) Given the reactants [Cl:1][C:2]1[C:7]([O:8][C:9]2[CH:14]=[CH:13][CH:12]=[C:11]([Cl:15])[C:10]=2[Cl:16])=[CH:6][C:5]([NH2:17])=[C:4]([NH2:18])[CH:3]=1.[C:19](=S)=[S:20].O.C(O)(=O)C, predict the reaction product. The product is: [Cl:1][C:2]1[C:7]([O:8][C:9]2[CH:14]=[CH:13][CH:12]=[C:11]([Cl:15])[C:10]=2[Cl:16])=[CH:6][C:5]2[N:17]=[C:19]([SH:20])[NH:18][C:4]=2[CH:3]=1.